From a dataset of Full USPTO retrosynthesis dataset with 1.9M reactions from patents (1976-2016). Predict the reactants needed to synthesize the given product. The reactants are: [NH2:1][CH2:2][C:3]1[CH:4]=[C:5]([CH:15]=[CH:16][CH:17]=1)[CH2:6][NH:7][C:8](=[O:14])[O:9][C:10]([CH3:13])([CH3:12])[CH3:11].CO.[F:20][C:21]([F:31])([F:30])[C:22]1[CH:29]=[CH:28][C:25]([CH:26]=O)=[CH:24][CH:23]=1.C(O[BH-](OC(=O)C)OC(=O)C)(=O)C.[Na+].Cl. Given the product [F:20][C:21]([F:30])([F:31])[C:22]1[CH:29]=[CH:28][C:25]([CH2:26][NH:1][CH2:2][C:3]2[CH:4]=[C:5]([CH:15]=[CH:16][CH:17]=2)[CH2:6][NH:7][C:8](=[O:14])[O:9][C:10]([CH3:12])([CH3:13])[CH3:11])=[CH:24][CH:23]=1, predict the reactants needed to synthesize it.